Dataset: Reaction yield outcomes from USPTO patents with 853,638 reactions. Task: Predict the reaction yield, written as a fraction of the theoretical maximum amount of product (1.0 means a 100% yield; for example, 0.34 means a 34% yield). (1) The catalyst is C1COCC1.C(Cl)Cl. The reactants are F.F.F.C(N(CC)CC)C.C(N(CC)CC)C.[Si]([O:35][CH2:36][C@H:37]1[O:41][C@@H:40]([N:42]2[CH:49]=[C:48]([CH3:50])[C:46](=[O:47])[NH:45][C:43]2=[O:44])[C@H:39]([O:51][CH2:52][CH2:53][O:54][N:55]([CH3:57])[CH3:56])[C@@H:38]1[OH:58])(C(C)(C)C)(C1C=CC=CC=1)C1C=CC=CC=1.CO. The yield is 0.925. The product is [CH3:56][N:55]([CH3:57])[O:54][CH2:53][CH2:52][O:51][C@@H:39]1[C@H:38]([OH:58])[C@@H:37]([CH2:36][OH:35])[O:41][C@H:40]1[N:42]1[CH:49]=[C:48]([CH3:50])[C:46](=[O:47])[NH:45][C:43]1=[O:44]. (2) The reactants are [CH3:1][O:2][C:3]1[CH:4]=[C:5]2[C:10](=[CH:11][CH:12]=1)[CH:9]=[C:8]([C@H:13]([CH3:17])[C:14]([OH:16])=[O:15])[CH:7]=[CH:6]2.[OH:18][CH2:19][C:20]([N+:25]([O-:27])=[O:26])([CH2:23]O)[CH2:21][OH:22].Cl.CN(C)CCCN=C=NCC.N(C(C)C)(C(C)C)CC. The catalyst is CN(C1C=CN=CC=1)C.CC(C)=O. The product is [CH3:1][O:2][C:3]1[CH:4]=[C:5]2[C:10](=[CH:11][CH:12]=1)[CH:9]=[C:8]([C@H:13]([CH3:17])[C:14]([O:16][CH2:23][C:20]([CH2:21][OH:22])([N+:25]([O-:27])=[O:26])[CH2:19][OH:18])=[O:15])[CH:7]=[CH:6]2. The yield is 0.390. (3) The reactants are [Br:1][C:2]1[C:10]2[O:9][C:8]([CH3:12])([CH3:11])[CH:7](O)[C:6]=2[C:5]([CH3:14])=[C:4]([NH:15][C:16](=[O:22])[O:17][C:18]([CH3:21])([CH3:20])[CH3:19])[C:3]=1[CH3:23].[CH3:24][NH:25][CH3:26]. The catalyst is C(OCC)(=O)C.CCCCCC. The product is [Br:1][C:2]1[C:10]2[O:9][C:8]([CH3:12])([CH3:11])[CH:7]([N:25]([CH3:26])[CH3:24])[C:6]=2[C:5]([CH3:14])=[C:4]([NH:15][C:16](=[O:22])[O:17][C:18]([CH3:21])([CH3:20])[CH3:19])[C:3]=1[CH3:23]. The yield is 0.890. (4) The reactants are [CH2:1]1[CH2:5][O:4][CH2:3][CH2:2]1.[F:6][C:7]1[CH:12]=[CH:11][C:10]([OH:13])=[CH:9][CH:8]=1.C(O[CH2:17][CH3:18])C. No catalyst specified. The product is [F:6][C:7]1[CH:12]=[CH:11][C:10]([O:13][C@H:18]2[CH:17]=[CH:5][C:1]3[C:2](=[CH:5][CH:1]=[CH:2][CH:3]=3)[C@@H:3]2[OH:4])=[CH:9][CH:8]=1. The yield is 0.920. (5) The reactants are [Cl:1][C:2]1[CH:7]=[CH:6][C:5]([N:8]2[C:16]([C:17](=[O:20])[NH:18][CH3:19])=[C:15]3[C:10]([CH:11]=[C:12]([N:24]([S:38]([CH3:41])(=[O:40])=[O:39])[CH2:25][CH2:26][CH:27]4[CH2:30][N:29](C(OC(C)(C)C)=O)[CH2:28]4)[C:13]([CH:21]4[CH2:23][CH2:22]4)=[CH:14]3)=[N:9]2)=[CH:4][CH:3]=1.C(O)(C(F)(F)F)=O. The catalyst is C(Cl)Cl. The product is [NH:29]1[CH2:30][CH:27]([CH2:26][CH2:25][N:24]([S:38]([CH3:41])(=[O:40])=[O:39])[C:12]2[C:13]([CH:21]3[CH2:22][CH2:23]3)=[CH:14][C:15]3[C:10]([CH:11]=2)=[N:9][N:8]([C:5]2[CH:4]=[CH:3][C:2]([Cl:1])=[CH:7][CH:6]=2)[C:16]=3[C:17]([NH:18][CH3:19])=[O:20])[CH2:28]1. The yield is 0.420.